This data is from Reaction yield outcomes from USPTO patents with 853,638 reactions. The task is: Predict the reaction yield, written as a fraction of the theoretical maximum amount of product (1.0 means a 100% yield; for example, 0.34 means a 34% yield). The reactants are [C:1]([O:5][C:6]([N:8]1[CH2:12][C@H:11]([OH:13])[CH2:10][C@H:9]1[CH2:14][OH:15])=[O:7])([CH3:4])([CH3:3])[CH3:2].N1C=CN=C1.[Si:21](Cl)([C:34]([CH3:37])([CH3:36])[CH3:35])([C:28]1[CH:33]=[CH:32][CH:31]=[CH:30][CH:29]=1)[C:22]1[CH:27]=[CH:26][CH:25]=[CH:24][CH:23]=1.O. The catalyst is CN(C=O)C. The product is [C:1]([O:5][C:6]([N:8]1[CH2:12][C@H:11]([OH:13])[CH2:10][C@H:9]1[CH2:14][O:15][Si:21]([C:34]([CH3:37])([CH3:36])[CH3:35])([C:28]1[CH:29]=[CH:30][CH:31]=[CH:32][CH:33]=1)[C:22]1[CH:27]=[CH:26][CH:25]=[CH:24][CH:23]=1)=[O:7])([CH3:4])([CH3:3])[CH3:2]. The yield is 0.330.